From a dataset of Reaction yield outcomes from USPTO patents with 853,638 reactions. Predict the reaction yield, written as a fraction of the theoretical maximum amount of product (1.0 means a 100% yield; for example, 0.34 means a 34% yield). (1) The reactants are [OH:1]/[N:2]=[C:3](/[C:6]1[CH:11]=[CH:10][CH:9]=[CH:8][CH:7]=1)\[C:4]#[N:5].[I-].[K+].C(=O)([O-])[O-].[Cs+].[Cs+].Cl[CH2:21][C:22]1[N:27]=[C:26]([NH:28][C:29](=[O:35])[O:30][C:31]([CH3:34])([CH3:33])[CH3:32])[CH:25]=[CH:24][CH:23]=1. The catalyst is C(#N)C.CN(C=O)C.O. The product is [C:4](/[C:3](=[N:2]\[O:1][CH2:21][C:22]1[N:27]=[C:26]([NH:28][C:29](=[O:35])[O:30][C:31]([CH3:33])([CH3:32])[CH3:34])[CH:25]=[CH:24][CH:23]=1)/[C:6]1[CH:11]=[CH:10][CH:9]=[CH:8][CH:7]=1)#[N:5]. The yield is 0.910. (2) The reactants are C[O:2][C:3]1[CH:4]=[C:5]2[C:10](=[CH:11][CH:12]=1)[N:9]=[C:8]([C:13]1[CH:14]=[N:15][CH:16]=[CH:17][CH:18]=1)[N:7]=[C:6]2[NH:19][C:20]1[CH:28]=[CH:27][CH:26]=[CH:25][C:21]=1[C:22]([NH2:24])=[O:23].B(Br)(Br)Br.C([O-])(O)=O.[Na+]. The catalyst is C(Cl)Cl. The product is [OH:2][C:3]1[CH:4]=[C:5]2[C:10](=[CH:11][CH:12]=1)[N:9]=[C:8]([C:13]1[CH:14]=[N:15][CH:16]=[CH:17][CH:18]=1)[N:7]=[C:6]2[NH:19][C:20]1[CH:28]=[CH:27][CH:26]=[CH:25][C:21]=1[C:22]([NH2:24])=[O:23]. The yield is 0.730. (3) The reactants are [N+:1]([CH3:4])([O-:3])=[O:2].C[O-].[Na+].[C:8]([Si:12]([CH3:33])([CH3:32])[O:13][CH2:14][CH2:15][C:16]([CH3:31])([CH3:30])[CH2:17]/[CH:18]=[C:19]1\[C:20](=[O:29])[NH:21][C:22]2[C:27]\1=[CH:26][CH:25]=[C:24]([Cl:28])[CH:23]=2)([CH3:11])([CH3:10])[CH3:9].C(O)(=O)C. The catalyst is CO. The product is [C:8]([Si:12]([CH3:32])([CH3:33])[O:13][CH2:14][CH2:15][C:16]([CH3:31])([CH3:30])[CH2:17][CH:18]([CH:19]1[C:27]2[C:22](=[CH:23][C:24]([Cl:28])=[CH:25][CH:26]=2)[NH:21][C:20]1=[O:29])[CH2:4][N+:1]([O-:3])=[O:2])([CH3:10])([CH3:9])[CH3:11]. The yield is 0.640. (4) The product is [NH2:23][C:20]1[N:19]=[C:18]([CH3:24])[C:17]([C:6]2[N:5]=[C:4]3[C:9]([N:10]=[C:2]([NH:31][CH2:30][CH2:29][NH:32][S:40]([CH3:43])(=[O:42])=[O:41])[N:3]3[CH2:25][CH:26]3[CH2:28][CH2:27]3)=[C:8]([N:11]3[CH2:16][CH2:15][O:14][CH2:13][CH2:12]3)[N:7]=2)=[CH:22][N:21]=1. The reactants are Cl[C:2]1[N:3]([CH2:25][CH:26]2[CH2:28][CH2:27]2)[C:4]2[C:9]([N:10]=1)=[C:8]([N:11]1[CH2:16][CH2:15][O:14][CH2:13][CH2:12]1)[N:7]=[C:6]([C:17]1[C:18]([CH3:24])=[N:19][C:20]([NH2:23])=[N:21][CH:22]=1)[N:5]=2.[CH2:29]([NH2:32])[CH2:30][NH2:31].C(N(CC)CC)C.[S:40](Cl)([CH3:43])(=[O:42])=[O:41]. The yield is 0.460. The catalyst is CN1CCCC1=O. (5) The reactants are [Cl:1][C:2]1[N:3]=[C:4](Cl)[C:5]2[CH2:10][CH2:9][CH:8]([C:11]3[CH:16]=[CH:15][C:14]([Cl:17])=[CH:13][CH:12]=3)[C:6]=2[N:7]=1.[CH3:19][NH:20][CH3:21]. The catalyst is CO. The product is [Cl:1][C:2]1[N:3]=[C:4]([N:20]([CH3:21])[CH3:19])[C:5]2[CH2:10][CH2:9][CH:8]([C:11]3[CH:16]=[CH:15][C:14]([Cl:17])=[CH:13][CH:12]=3)[C:6]=2[N:7]=1. The yield is 0.476. (6) The reactants are [NH2:1][CH2:2][C:3]([C:6]1[CH:28]=[CH:27][C:9]([C:10]([NH:12][C:13]2[N:14]=[C:15]3[CH:20]=[CH:19][C:18]([N:21]4[CH:25]=[CH:24][N:23]=[CH:22]4)=[CH:17][N:16]3[CH:26]=2)=[O:11])=[CH:8][CH:7]=1)([CH3:5])[CH3:4].C(N(CC)CC)C.[CH3:36][S:37](Cl)(=[O:39])=[O:38]. The catalyst is C1COCC1. The yield is 0.380. The product is [CH3:4][C:3]([C:6]1[CH:28]=[CH:27][C:9]([C:10]([NH:12][C:13]2[N:14]=[C:15]3[CH:20]=[CH:19][C:18]([N:21]4[CH:25]=[CH:24][N:23]=[CH:22]4)=[CH:17][N:16]3[CH:26]=2)=[O:11])=[CH:8][CH:7]=1)([CH3:5])[CH2:2][NH:1][S:37]([CH3:36])(=[O:39])=[O:38]. (7) The reactants are [C:1]([N:4]([C:34]1[CH:39]=[CH:38][C:37]([Cl:40])=[CH:36][C:35]=1[CH3:41])[C@H:5]1[C:14]2[C:9](=[CH:10][CH:11]=[CH:12][CH:13]=2)[N:8]([C:15]([C:17]2[CH:32]=[CH:31][C:20]([O:21][CH2:22][CH2:23][C:24]([CH3:30])([CH3:29])[C:25]([O:27]C)=[O:26])=[CH:19][CH:18]=2)=[O:16])[C@@H:7]([CH3:33])[CH2:6]1)(=[O:3])[CH3:2].[OH-].[Na+]. The catalyst is CO.O1CCCC1.O. The product is [C:1]([N:4]([C:34]1[CH:39]=[CH:38][C:37]([Cl:40])=[CH:36][C:35]=1[CH3:41])[C@H:5]1[C:14]2[C:9](=[CH:10][CH:11]=[CH:12][CH:13]=2)[N:8]([C:15]([C:17]2[CH:32]=[CH:31][C:20]([O:21][CH2:22][CH2:23][C:24]([CH3:29])([CH3:30])[C:25]([OH:27])=[O:26])=[CH:19][CH:18]=2)=[O:16])[C@@H:7]([CH3:33])[CH2:6]1)(=[O:3])[CH3:2]. The yield is 0.890. (8) The reactants are [C:1]([C:3]1[CH:8]=[CH:7][C:6]([C:9]2[N:10]=[C:11]([CH:14]([CH3:31])[C:15]([C:23]3[CH:28]=[CH:27][C:26]([F:29])=[CH:25][C:24]=3[F:30])([OH:22])[CH2:16][N:17]3[CH:21]=[N:20][CH:19]=[N:18]3)[S:12][CH:13]=2)=[CH:5][CH:4]=1)#[N:2].N1C=NN=N1.C(N(C(C)C)[P:41]([O:50][CH2:51][C:52]1[CH:57]=[CH:56][CH:55]=[CH:54][CH:53]=1)[O:42][CH2:43][C:44]1[CH:49]=[CH:48][CH:47]=[CH:46][CH:45]=1)(C)C.[OH:61]O. The catalyst is CN(C)C1C=CN=CC=1.C(Cl)Cl. The product is [P:41]([O:22][C:15]([C:23]1[CH:28]=[CH:27][C:26]([F:29])=[CH:25][C:24]=1[F:30])([CH:14]([C:11]1[S:12][CH:13]=[C:9]([C:6]2[CH:7]=[CH:8][C:3]([C:1]#[N:2])=[CH:4][CH:5]=2)[N:10]=1)[CH3:31])[CH2:16][N:17]1[CH:21]=[N:20][CH:19]=[N:18]1)([O:42][CH2:43][C:44]1[CH:45]=[CH:46][CH:47]=[CH:48][CH:49]=1)([O:50][CH2:51][C:52]1[CH:53]=[CH:54][CH:55]=[CH:56][CH:57]=1)=[O:61]. The yield is 0.510. (9) The reactants are O=C1CCC(=O)N1OC(=O)OCC1C=CC=CC=1.C(N(CC)CC)C.Cl.[CH3:27][O:28][C:29]([C@@H:31]1[CH:35]=[CH:34][CH2:33][N:32]1[C:36]([O:38][CH2:39][C:40]1[CH:45]=[CH:44][CH:43]=[CH:42][CH:41]=1)=[O:37])=[O:30]. The catalyst is C1COCC1.O. The yield is 0.990. The product is [CH3:27][O:28][C:29]([C@@H:31]1[CH:35]=[CH:34][CH2:33][N:32]1[C:36]([O:38][CH2:39][C:40]1[CH:41]=[CH:42][CH:43]=[CH:44][CH:45]=1)=[O:37])=[O:30]. (10) The reactants are [CH3:1][S:2](Cl)(=[O:4])=[O:3].[Cl:6][C:7]1[CH:8]=[C:9]([N:13]2[CH:17]=[C:16]([CH2:18][OH:19])[N:15]=[N:14]2)[CH:10]=[CH:11][CH:12]=1.C(N(CC)CC)C.C([O-])(O)=O.[Na+]. The catalyst is C(Cl)Cl. The product is [Cl:6][C:7]1[CH:8]=[C:9]([N:13]2[CH:17]=[C:16]([CH2:18][O:19][S:2]([CH3:1])(=[O:4])=[O:3])[N:15]=[N:14]2)[CH:10]=[CH:11][CH:12]=1. The yield is 0.630.